From a dataset of HIV replication inhibition screening data with 41,000+ compounds from the AIDS Antiviral Screen. Binary Classification. Given a drug SMILES string, predict its activity (active/inactive) in a high-throughput screening assay against a specified biological target. (1) The molecule is O=C1C2(Cl)C3(Cl)C4(OCCO4)C4(Cl)C2(Cl)C2(Cl)C1(Cl)C3(Cl)C42Cl. The result is 0 (inactive). (2) The molecule is CCOC(=O)C(C#N)=Cc1ccc(CO)o1. The result is 0 (inactive).